This data is from Full USPTO retrosynthesis dataset with 1.9M reactions from patents (1976-2016). The task is: Predict the reactants needed to synthesize the given product. (1) Given the product [Cl:17][C:12]1[CH:11]=[C:10]([N:7]2[C:8]([CH3:9])=[C:4]3[C:5]([C:19]([CH3:20])=[N:22][N:23]=[C:1]3[CH3:2])=[C:6]2[CH3:18])[CH:15]=[CH:14][C:13]=1[OH:16], predict the reactants needed to synthesize it. The reactants are: [C:1]([C:4]1[C:5]([C:19](=O)[CH3:20])=[C:6]([CH3:18])[N:7]([C:10]2[CH:15]=[CH:14][C:13]([OH:16])=[C:12]([Cl:17])[CH:11]=2)[C:8]=1[CH3:9])(=O)[CH3:2].[NH2:22][NH2:23]. (2) Given the product [CH3:23][O:24][C:25]1[CH:66]=[C:65]([O:67][CH3:68])[CH:64]=[CH:63][C:26]=1[CH2:27][N:28]([CH2:29][C:30]1[CH:35]=[CH:34][N:33]=[C:32]2[N:36]([S:53]([C:56]3[CH:57]=[CH:58][C:59]([CH3:62])=[CH:60][CH:61]=3)(=[O:55])=[O:54])[C:37]([C:39]3[C:47]4[C:42](=[CH:43][C:44]([O:50][CH3:51])=[C:45]([O:48][CH3:49])[CH:46]=4)[N:41]([CH3:52])[CH:40]=3)=[CH:38][C:31]=12)[S:17]([C:14]1[CH:15]=[CH:16][C:11]([O:10][C:9]([F:22])([F:21])[F:8])=[CH:12][CH:13]=1)(=[O:19])=[O:18], predict the reactants needed to synthesize it. The reactants are: C(N(CC)CC)C.[F:8][C:9]([F:22])([F:21])[O:10][C:11]1[CH:16]=[CH:15][C:14]([S:17](Cl)(=[O:19])=[O:18])=[CH:13][CH:12]=1.[CH3:23][O:24][C:25]1[CH:66]=[C:65]([O:67][CH3:68])[CH:64]=[CH:63][C:26]=1[CH2:27][NH:28][CH2:29][C:30]1[CH:35]=[CH:34][N:33]=[C:32]2[N:36]([S:53]([C:56]3[CH:61]=[CH:60][C:59]([CH3:62])=[CH:58][CH:57]=3)(=[O:55])=[O:54])[C:37]([C:39]3[C:47]4[C:42](=[CH:43][C:44]([O:50][CH3:51])=[C:45]([O:48][CH3:49])[CH:46]=4)[N:41]([CH3:52])[CH:40]=3)=[CH:38][C:31]=12.O.